This data is from Experimentally validated miRNA-target interactions with 360,000+ pairs, plus equal number of negative samples. The task is: Binary Classification. Given a miRNA mature sequence and a target amino acid sequence, predict their likelihood of interaction. The miRNA is hsa-miR-32-3p with sequence CAAUUUAGUGUGUGUGAUAUUU. The protein sequence of the target gene is MQRSRAGADEAALLLAGLALRELEPGCGSPGRGRRGPRPGPGDEAAPALGRRGKGSGGPEAGADGLSRGERGPRRAAVPELSAQPAGSPRASLAGSDGGGGGGSARSSGISLGYDQRHGSPRSGRSDPRPGPGPPSVGSARSSVSSLGSRGSAGAYADFLPPGACPAPARSPEPAGPAPFPLPALPLPPGREGGPSAAERRLEALTRELERALEARTARDYFGICIKCGLGIYGAQQACQAMGSLYHTDCFTCDSCGRRLRGKAFYNVGEKVYCQEDFLYSGFQQTADKCSVCGHLIMEM.... Result: 1 (interaction).